Predict the reactants needed to synthesize the given product. From a dataset of Full USPTO retrosynthesis dataset with 1.9M reactions from patents (1976-2016). (1) The reactants are: C([SnH](CCCC)CCCC)CCC.Br[CH:15]1[CH2:20][CH2:19][CH2:18][CH2:17][CH:16]1[OH:21].[C:22]([O:30][CH:31]1[CH2:36][C:35]([CH3:38])([CH3:37])[N:34]([OH:39])[C:33]([CH3:41])([CH3:40])[CH2:32]1)(=[O:29])[C:23]1[CH:28]=[CH:27][CH:26]=[CH:25][CH:24]=1.CCCCCCC. Given the product [C:22]([O-:30])(=[O:29])[CH3:23].[C:22]([O:30][CH:31]1[CH2:32][C:33]([CH3:40])([CH3:41])[N:34]([O:39][CH:15]2[CH2:20][CH2:19][CH2:18][CH2:17][CH:16]2[OH:21])[C:35]([CH3:38])([CH3:37])[CH2:36]1)(=[O:29])[C:23]1[CH:24]=[CH:25][CH:26]=[CH:27][CH:28]=1, predict the reactants needed to synthesize it. (2) The reactants are: [CH2:1]1[O:11][C:10]2[CH:9]=[CH:8][C:5]([CH2:6][NH2:7])=[CH:4][C:3]=2[O:2]1.[CH3:12][O:13][C:14]1[C:23]([O:24][CH2:25][CH2:26][CH2:27][CH2:28][CH3:29])=[C:22]2[C:17]([CH:18]=[C:19]([C:31](Cl)=[O:32])[C:20](=[O:30])[NH:21]2)=[CH:16][CH:15]=1. Given the product [O:11]1[C:10]2[CH:9]=[CH:8][C:5]([CH2:6][NH:7][C:31]([C:19]3[C:20](=[O:30])[NH:21][C:22]4[C:17]([CH:18]=3)=[CH:16][CH:15]=[C:14]([O:13][CH3:12])[C:23]=4[O:24][CH2:25][CH2:26][CH2:27][CH2:28][CH3:29])=[O:32])=[CH:4][C:3]=2[O:2][CH2:1]1, predict the reactants needed to synthesize it. (3) Given the product [CH:43]12[CH2:51][CH:47]3[CH2:46][CH:45]([CH2:50][CH:49]([CH2:48]3)[CH:42]1[NH:41][C:8]([C:3]1[CH:4]=[N:5][N:6]([CH3:7])[C:2]=1[Cl:1])=[O:10])[CH2:44]2, predict the reactants needed to synthesize it. The reactants are: [Cl:1][C:2]1[N:6]([CH3:7])[N:5]=[CH:4][C:3]=1[C:8]([OH:10])=O.CCN(C(C)C)C(C)C.[B-](F)(F)(F)F.CN(C(ON1C(=O)CCC1=O)=[N+](C)C)C.Cl.[NH2:41][CH:42]1[CH:49]2[CH2:50][CH:45]3[CH2:46][CH:47]([CH2:51][CH:43]1[CH2:44]3)[CH2:48]2. (4) Given the product [F:44][C:41]1[CH:42]=[CH:43][C:34]([CH2:33][NH:32][C:22]([C:10]2[N:11]=[C:12]3[N:18]([CH:19]([CH3:20])[CH3:21])[CH2:17][CH2:16][N:13]3[C:14](=[O:15])[C:9]=2[O:8][CH2:1][C:2]2[CH:7]=[CH:6][CH:5]=[CH:4][CH:3]=2)=[O:23])=[C:35]([C:36](=[O:37])[NH:38][CH3:39])[CH:40]=1, predict the reactants needed to synthesize it. The reactants are: [CH2:1]([O:8][C:9]1[C:14](=[O:15])[N:13]2[CH2:16][CH2:17][N:18]([CH:19]([CH3:21])[CH3:20])[C:12]2=[N:11][C:10]=1[C:22](O)=[O:23])[C:2]1[CH:7]=[CH:6][CH:5]=[CH:4][CH:3]=1.FC(F)(F)C(O)=O.[NH2:32][CH2:33][C:34]1[CH:43]=[CH:42][C:41]([F:44])=[CH:40][C:35]=1[C:36]([NH:38][CH3:39])=[O:37].